From a dataset of Full USPTO retrosynthesis dataset with 1.9M reactions from patents (1976-2016). Predict the reactants needed to synthesize the given product. (1) Given the product [CH3:14][C:12]1[C:11]([C:15]([F:16])([F:18])[F:17])=[CH:10][C:9]2[NH:19][C:20](=[O:36])[CH2:21][C:22]([C:24]3[CH:29]=[CH:28][CH:27]=[C:26]([C:30]4[O:34][N:33]=[C:32]([CH3:35])[CH:31]=4)[CH:25]=3)=[N:7][C:8]=2[CH:13]=1, predict the reactants needed to synthesize it. The reactants are: C(OC(=O)[NH:7][C:8]1[CH:13]=[C:12]([CH3:14])[C:11]([C:15]([F:18])([F:17])[F:16])=[CH:10][C:9]=1[NH:19][C:20](=[O:36])[CH2:21][C:22]([C:24]1[CH:29]=[CH:28][CH:27]=[C:26]([C:30]2[O:34][N:33]=[C:32]([CH3:35])[CH:31]=2)[CH:25]=1)=O)(C)(C)C.C(O)(C(F)(F)F)=O. (2) Given the product [S:21]1[CH:22]=[C:18]([C:16]([NH:15][C:6]2([C:4]([OH:5])=[O:3])[CH2:14][C:13]3[C:8](=[CH:9][CH:10]=[CH:11][CH:12]=3)[CH2:7]2)=[O:17])[C:19]2[CH:26]=[CH:25][CH:24]=[CH:23][C:20]1=2, predict the reactants needed to synthesize it. The reactants are: C([O:3][C:4]([C:6]1([NH:15][C:16]([C:18]2[C:19]3[CH:26]=[CH:25][CH:24]=[CH:23][C:20]=3[S:21][CH:22]=2)=[O:17])[CH2:14][C:13]2[C:8](=[CH:9][CH:10]=[CH:11][CH:12]=2)[CH2:7]1)=[O:5])C.O1CCOCC1.CO.[Li+].[OH-].